Dataset: Reaction yield outcomes from USPTO patents with 853,638 reactions. Task: Predict the reaction yield, written as a fraction of the theoretical maximum amount of product (1.0 means a 100% yield; for example, 0.34 means a 34% yield). (1) The reactants are Cl[C:2]1[C:3]2[CH2:14][O:13][CH2:12][C:4]=2[N:5]=[C:6]([S:8]([CH3:11])(=[O:10])=[O:9])[N:7]=1.[SH:15][C:16]1[CH:21]=[CH:20][C:19]([NH:22][C:23]([CH:25]2[CH2:27][CH2:26]2)=[O:24])=[CH:18][CH:17]=1. The catalyst is C(O)(C)(C)C. The product is [CH3:11][S:8]([C:6]1[N:7]=[C:2]([S:15][C:16]2[CH:17]=[CH:18][C:19]([NH:22][C:23]([CH:25]3[CH2:26][CH2:27]3)=[O:24])=[CH:20][CH:21]=2)[C:3]2[CH2:14][O:13][CH2:12][C:4]=2[N:5]=1)(=[O:10])=[O:9]. The yield is 0.110. (2) The reactants are [OH:1][C:2]1[CH:7]=[CH:6][CH:5]=[C:4]([CH3:8])[N:3]=1.I[CH3:10]. The catalyst is C1COCC1. The product is [CH3:10][O:1][C:2]1[CH:7]=[CH:6][CH:5]=[C:4]([CH3:8])[N:3]=1. The yield is 0.800. (3) The reactants are [CH2:1]([N:4]1[CH:8]=[CH:7][N:6]=[C:5]1[C:9]1[S:10][C:11](I)=[CH:12][C:13]=1[C:14]1[CH:19]=[CH:18][C:17]([Cl:20])=[CH:16][C:15]=1[Cl:21])[CH:2]=[CH2:3].C[Sn](C)(C)[C:25]1[CH:30]=[CH:29][N:28]=[C:27]([NH:31][C:32](=[O:34])[CH3:33])[CH:26]=1.[Li+].[Cl-]. The catalyst is C1C=CC([P]([Pd]([P](C2C=CC=CC=2)(C2C=CC=CC=2)C2C=CC=CC=2)([P](C2C=CC=CC=2)(C2C=CC=CC=2)C2C=CC=CC=2)[P](C2C=CC=CC=2)(C2C=CC=CC=2)C2C=CC=CC=2)(C2C=CC=CC=2)C2C=CC=CC=2)=CC=1.[Cu]I. The product is [CH2:1]([N:4]1[CH:8]=[CH:7][N:6]=[C:5]1[C:9]1[S:10][C:11]([C:25]2[CH:30]=[CH:29][N:28]=[C:27]([NH:31][C:32](=[O:34])[CH3:33])[CH:26]=2)=[CH:12][C:13]=1[C:14]1[CH:19]=[CH:18][C:17]([Cl:20])=[CH:16][C:15]=1[Cl:21])[CH:2]=[CH2:3]. The yield is 0.510.